From a dataset of Full USPTO retrosynthesis dataset with 1.9M reactions from patents (1976-2016). Predict the reactants needed to synthesize the given product. Given the product [C:16]1([C:13]2[CH:14]=[CH:15][C:10]([CH2:2][CH2:3][CH2:4][CH2:5][CH2:6][C:7]([OH:9])=[O:8])=[CH:11][CH:12]=2)[CH:17]=[CH:18][CH:19]=[CH:20][CH:21]=1, predict the reactants needed to synthesize it. The reactants are: O=[C:2]([C:10]1[CH:15]=[CH:14][C:13]([C:16]2[CH:21]=[CH:20][CH:19]=[CH:18][CH:17]=2)=[CH:12][CH:11]=1)[CH2:3][CH2:4][CH2:5][CH2:6][C:7]([OH:9])=[O:8].C([SiH](CC)CC)C.